From a dataset of Reaction yield outcomes from USPTO patents with 853,638 reactions. Predict the reaction yield, written as a fraction of the theoretical maximum amount of product (1.0 means a 100% yield; for example, 0.34 means a 34% yield). (1) The reactants are [Br:1][C:2]1[C:3]([CH3:13])=[C:4]([C:8]([O:11][CH3:12])=[CH:9][CH:10]=1)[C:5]([OH:7])=O.C(Cl)(=O)C(Cl)=O.[CH3:20][O:21][C:22]1[CH:23]=[C:24]([CH3:32])[CH:25]=[C:26]([O:30][CH3:31])[C:27]=1[O:28][CH3:29].C(OCC)(=O)C.CCCCCCC. The catalyst is ClCCCl. The product is [Br:1][C:2]1[C:3]([CH3:13])=[C:4]([C:5](=[O:7])[C:23]2[C:24]([CH3:32])=[CH:25][C:26]([O:30][CH3:31])=[C:27]([O:28][CH3:29])[C:22]=2[O:21][CH3:20])[C:8]([O:11][CH3:12])=[CH:9][CH:10]=1. The yield is 0.692. (2) The reactants are C(Cl)(=O)C(Cl)=O.[C:7]([O:11][C:12]([N:14]1[CH2:19][CH2:18][CH:17]([C:20]2[CH:28]=[CH:27][C:23]([C:24](O)=[O:25])=[CH:22][N:21]=2)[CH2:16][CH2:15]1)=[O:13])([CH3:10])([CH3:9])[CH3:8].C(N(CC)CC)C.[NH2:36][C:37]1[CH:42]=[C:41]([O:43][C:44]2[CH:45]=[C:46]3[C:50](=[CH:51][C:52]=2[O:53][CH2:54][CH2:55][O:56][CH2:57][CH3:58])[N:49]([C:59]([NH:61][CH3:62])=[O:60])[CH:48]=[CH:47]3)[CH:40]=[CH:39][N:38]=1.CN. The catalyst is CN(C)C=O.ClCCl.O.C(OCC)(=O)C. The product is [CH2:57]([O:56][CH2:55][CH2:54][O:53][C:52]1[CH:51]=[C:50]2[C:46]([CH:47]=[CH:48][N:49]2[C:59](=[O:60])[NH:61][CH3:62])=[CH:45][C:44]=1[O:43][C:41]1[CH:40]=[CH:39][N:38]=[C:37]([NH:36][C:24]([C:23]2[CH:27]=[CH:28][C:20]([CH:17]3[CH2:18][CH2:19][N:14]([C:12]([O:11][C:7]([CH3:9])([CH3:10])[CH3:8])=[O:13])[CH2:15][CH2:16]3)=[N:21][CH:22]=2)=[O:25])[CH:42]=1)[CH3:58]. The yield is 0.560. (3) The reactants are C(NC(C)C)(C)C.FC1C(I)=CC(C)=CN=1.FC1C(I)=C([Li])C(C)=CN=1.[F:27][C:28]1[C:33]([Li])=[C:32]([I:35])[C:31]([CH3:36])=[CH:30][N:29]=1.[CH3:37][O:38][C:39]1[C:46]([O:47][CH3:48])=[C:45]([O:49][CH3:50])[CH:44]=[C:43]([CH3:51])[C:40]=1[CH:41]=[O:42]. The catalyst is O1CCCC1.O.CCCCCC. The product is [CH3:37][O:38][C:39]1[C:46]([O:47][CH3:48])=[C:45]([O:49][CH3:50])[CH:44]=[C:43]([CH3:51])[C:40]=1[CH:41]([C:33]1[C:28]([F:27])=[N:29][CH:30]=[C:31]([CH3:36])[C:32]=1[I:35])[OH:42]. The yield is 0.750. (4) The reactants are Cl[C:2]1[CH:7]=[C:6]([O:8][C:9]2[C:14]([F:15])=[CH:13][C:12]([NH:16][C:17]([C:19]3[C:24](=[O:25])[C:23]([C:26]4[CH:31]=[CH:30][C:29]([F:32])=[CH:28][CH:27]=4)=[CH:22][NH:21][CH:20]=3)=[O:18])=[C:11]([F:33])[CH:10]=2)[CH:5]=[CH:4][N:3]=1.[CH3:34][N:35]1[CH:39]=[C:38](B(O)O)[CH:37]=[N:36]1.C([O-])([O-])=O.[K+].[K+]. The catalyst is O1CCOCC1.CCOC(C)=O.C1C=CC([P]([Pd]([P](C2C=CC=CC=2)(C2C=CC=CC=2)C2C=CC=CC=2)([P](C2C=CC=CC=2)(C2C=CC=CC=2)C2C=CC=CC=2)[P](C2C=CC=CC=2)(C2C=CC=CC=2)C2C=CC=CC=2)(C2C=CC=CC=2)C2C=CC=CC=2)=CC=1. The product is [F:33][C:11]1[CH:10]=[C:9]([O:8][C:6]2[CH:5]=[CH:4][N:3]=[C:2]([C:38]3[CH:37]=[N:36][N:35]([CH3:34])[CH:39]=3)[CH:7]=2)[C:14]([F:15])=[CH:13][C:12]=1[NH:16][C:17]([C:19]1[C:24](=[O:25])[C:23]([C:26]2[CH:31]=[CH:30][C:29]([F:32])=[CH:28][CH:27]=2)=[CH:22][NH:21][CH:20]=1)=[O:18]. The yield is 0.820. (5) The product is [F:1][C:2]1[CH:7]=[C:6]([CH:5]=[C:4]([F:11])[C:3]=1[N:12]1[CH2:13][CH2:14][CH:15]([C:18]2[CH:23]=[CH:22][CH:21]=[CH:20][CH:19]=2)[CH2:16][CH2:17]1)[NH2:8]. The catalyst is [Fe].O. The yield is 0.960. The reactants are [F:1][C:2]1[CH:7]=[C:6]([N+:8]([O-])=O)[CH:5]=[C:4]([F:11])[C:3]=1[N:12]1[CH2:17][CH2:16][CH:15]([C:18]2[CH:23]=[CH:22][CH:21]=[CH:20][CH:19]=2)[CH2:14][CH2:13]1.[Cl-].[NH4+].CCO.C1COCC1. (6) The reactants are [CH:1]([O:4][C:5]([N:7]1[CH2:12][CH2:11][CH:10]([O:13][C:14]2[C:19]([CH3:20])=[C:18](Cl)[N:17]=[CH:16][N:15]=2)[CH2:9][CH2:8]1)=[O:6])([CH3:3])[CH3:2].C([Si](C)(C)[O:27][CH2:28][CH2:29][C:30]1[CH:35]=[CH:34][C:33]([OH:36])=[C:32]([F:37])[CH:31]=1)(C)(C)C.C([O-])([O-])=O.[K+].[K+].CCCC[N+](CCCC)(CCCC)CCCC.[F-]. The catalyst is CN(C=O)C.C1COCC1.O. The product is [CH:1]([O:4][C:5]([N:7]1[CH2:12][CH2:11][CH:10]([O:13][C:14]2[C:19]([CH3:20])=[C:18]([O:36][C:33]3[CH:34]=[CH:35][C:30]([CH2:29][CH2:28][OH:27])=[CH:31][C:32]=3[F:37])[N:17]=[CH:16][N:15]=2)[CH2:9][CH2:8]1)=[O:6])([CH3:3])[CH3:2]. The yield is 0.890.